From a dataset of Forward reaction prediction with 1.9M reactions from USPTO patents (1976-2016). Predict the product of the given reaction. (1) Given the reactants Br[C:2]1[CH:9]=[C:8]([N:10]2[C:14]3=[N:15][CH:16]=[CH:17][C:18]([C:19]4[CH:20]=[N:21][C:22]5[C:27]([CH:28]=4)=[CH:26][CH:25]=[CH:24][CH:23]=5)=[C:13]3[C:12]([CH3:29])=[CH:11]2)[CH:7]=[CH:6][C:3]=1[C:4]#[N:5].[O:30]1[CH2:35][CH2:34][CH:33]([NH2:36])[CH2:32][CH2:31]1.CC1C2C(=NC=CC=2C2C=NC3C(C=2)=CC=CC=3)N(C2C=CC=CC=2C(N)=O)C=1, predict the reaction product. The product is: [O:30]1[CH2:35][CH2:34][CH:33]([NH:36][C:2]2[CH:9]=[C:8]([N:10]3[C:14]4=[N:15][CH:16]=[CH:17][C:18]([C:19]5[CH:20]=[N:21][C:22]6[C:27]([CH:28]=5)=[CH:26][CH:25]=[CH:24][CH:23]=6)=[C:13]4[C:12]([CH3:29])=[CH:11]3)[CH:7]=[CH:6][C:3]=2[C:4]#[N:5])[CH2:32][CH2:31]1. (2) Given the reactants [Cl:1][C:2]1[CH:3]=[C:4]([NH:9][C:10]2[N:15]=[C:14]([N:16]3[CH:20]=[CH:19][C:18]([C:21]([F:24])([F:23])[F:22])=[N:17]3)[C:13]([C:25]3[CH:26]=[C:27]([S:31]([CH2:34][C:35]([O:37]C(C)(C)C)=[O:36])(=[O:33])=[O:32])[CH:28]=[CH:29][CH:30]=3)=[CH:12][N:11]=2)[CH:5]=[CH:6][C:7]=1[F:8].FC(F)(F)C(O)=O, predict the reaction product. The product is: [Cl:1][C:2]1[CH:3]=[C:4]([NH:9][C:10]2[N:15]=[C:14]([N:16]3[CH:20]=[CH:19][C:18]([C:21]([F:22])([F:24])[F:23])=[N:17]3)[C:13]([C:25]3[CH:26]=[C:27]([S:31]([CH2:34][C:35]([OH:37])=[O:36])(=[O:33])=[O:32])[CH:28]=[CH:29][CH:30]=3)=[CH:12][N:11]=2)[CH:5]=[CH:6][C:7]=1[F:8].